The task is: Regression. Given a peptide amino acid sequence and an MHC pseudo amino acid sequence, predict their binding affinity value. This is MHC class I binding data.. This data is from Peptide-MHC class I binding affinity with 185,985 pairs from IEDB/IMGT. (1) The peptide sequence is LVYVIQLPL. The MHC is H-2-Kb with pseudo-sequence H-2-Kb. The binding affinity (normalized) is 0.504. (2) The peptide sequence is WVSRFGERK. The MHC is HLA-B39:01 with pseudo-sequence HLA-B39:01. The binding affinity (normalized) is 0.0847. (3) The peptide sequence is FLRDNRAVL. The MHC is HLA-A02:03 with pseudo-sequence HLA-A02:03. The binding affinity (normalized) is 0.898.